Dataset: hERG Central: cardiac toxicity at 1µM, 10µM, and general inhibition. Task: Predict hERG channel inhibition at various concentrations. (1) Results: hERG_inhib (hERG inhibition (general)): blocker. The molecule is OCC1(Cc2ccccc2)CCN(Cc2ccc(C(F)(F)F)cc2)CC1. (2) The drug is CCOc1ccc(-n2c(SCc3cc(=O)oc4cc(C)ccc34)nnc2-c2cccnc2)cc1. Results: hERG_inhib (hERG inhibition (general)): blocker. (3) Results: hERG_inhib (hERG inhibition (general)): blocker. The compound is N#Cc1ccccc1S(=O)(=O)N1CCN(CC(=O)Nc2ccccc2C(=O)NC2CC2)CC1. (4) The compound is CCN(CC)CCNc1ncnc2c1sc1nc(N3CCCC3)c3c(c12)CC(C)(C)OC3. Results: hERG_inhib (hERG inhibition (general)): blocker.